Dataset: Peptide-MHC class II binding affinity with 134,281 pairs from IEDB. Task: Regression. Given a peptide amino acid sequence and an MHC pseudo amino acid sequence, predict their binding affinity value. This is MHC class II binding data. (1) The peptide sequence is GTVVLTATFALGAAL. The MHC is DRB1_1302 with pseudo-sequence DRB1_1302. The binding affinity (normalized) is 0.324. (2) The peptide sequence is PQHMLMRVAVGIHQW. The MHC is HLA-DPA10301-DPB10402 with pseudo-sequence HLA-DPA10301-DPB10402. The binding affinity (normalized) is 0.192.